From a dataset of NCI-60 drug combinations with 297,098 pairs across 59 cell lines. Regression. Given two drug SMILES strings and cell line genomic features, predict the synergy score measuring deviation from expected non-interaction effect. (1) Drug 1: CC(CN1CC(=O)NC(=O)C1)N2CC(=O)NC(=O)C2. Drug 2: CC1C(C(CC(O1)OC2CC(CC3=C2C(=C4C(=C3O)C(=O)C5=C(C4=O)C(=CC=C5)OC)O)(C(=O)CO)O)N)O.Cl. Cell line: COLO 205. Synergy scores: CSS=62.8, Synergy_ZIP=-7.27, Synergy_Bliss=-10.7, Synergy_Loewe=-9.06, Synergy_HSA=-7.32. (2) Drug 1: CN1CCC(CC1)COC2=C(C=C3C(=C2)N=CN=C3NC4=C(C=C(C=C4)Br)F)OC. Drug 2: C1=CC=C(C(=C1)C(C2=CC=C(C=C2)Cl)C(Cl)Cl)Cl. Cell line: SK-OV-3. Synergy scores: CSS=21.9, Synergy_ZIP=-2.80, Synergy_Bliss=3.78, Synergy_Loewe=-6.66, Synergy_HSA=3.59. (3) Drug 1: CC1=CC2C(CCC3(C2CCC3(C(=O)C)OC(=O)C)C)C4(C1=CC(=O)CC4)C. Drug 2: CC(C)NC(=O)C1=CC=C(C=C1)CNNC.Cl. Cell line: U251. Synergy scores: CSS=-0.278, Synergy_ZIP=-0.411, Synergy_Bliss=-0.427, Synergy_Loewe=-1.51, Synergy_HSA=-1.05.